From a dataset of Reaction yield outcomes from USPTO patents with 853,638 reactions. Predict the reaction yield, written as a fraction of the theoretical maximum amount of product (1.0 means a 100% yield; for example, 0.34 means a 34% yield). (1) The reactants are [Cl-].O[NH3+:3].[C:4](=[O:7])([O-])[OH:5].[Na+].CS(C)=O.[CH2:13]([C:15]1[N:16]([C:40]2[CH:41]=[N:42][C:43]([O:46][CH:47]([CH3:49])[CH3:48])=[CH:44][CH:45]=2)[C:17](=[O:39])[C:18]([CH2:24][C:25]2[CH:30]=[CH:29][C:28]([C:31]3[C:32]([C:37]#[N:38])=[CH:33][CH:34]=[CH:35][CH:36]=3)=[CH:27][CH:26]=2)=[C:19]([CH2:21][CH2:22][CH3:23])[N:20]=1)[CH3:14]. The catalyst is O. The product is [CH2:13]([C:15]1[N:16]([C:40]2[CH:41]=[N:42][C:43]([O:46][CH:47]([CH3:49])[CH3:48])=[CH:44][CH:45]=2)[C:17](=[O:39])[C:18]([CH2:24][C:25]2[CH:26]=[CH:27][C:28]([C:31]3[CH:36]=[CH:35][CH:34]=[CH:33][C:32]=3[C:37]3[NH:3][C:4](=[O:7])[O:5][N:38]=3)=[CH:29][CH:30]=2)=[C:19]([CH2:21][CH2:22][CH3:23])[N:20]=1)[CH3:14]. The yield is 0.680. (2) The reactants are C[O:2][C:3](=[O:30])[CH2:4][O:5][C:6]1[CH:11]=[CH:10][C:9]([F:12])=[C:8]([CH2:13][C:14]2[C:22]3[C:17](=[N:18][CH:19]=[C:20]([C:23]4[CH:24]=[N:25][CH:26]=[CH:27][CH:28]=4)[CH:21]=3)[NH:16][CH:15]=2)[C:7]=1[F:29].[OH-].[K+].O.Cl. The catalyst is O1CCCC1. The product is [F:29][C:7]1[C:8]([CH2:13][C:14]2[C:22]3[C:17](=[N:18][CH:19]=[C:20]([C:23]4[CH:24]=[N:25][CH:26]=[CH:27][CH:28]=4)[CH:21]=3)[NH:16][CH:15]=2)=[C:9]([F:12])[CH:10]=[CH:11][C:6]=1[O:5][CH2:4][C:3]([OH:30])=[O:2]. The yield is 0.470. (3) The reactants are [Cl:1][C:2]1[CH:7]=[CH:6][C:5]([S:8]([N:11]([C@H:22]([CH2:26][CH:27]([CH3:29])[CH3:28])[C:23]([NH2:25])=[O:24])[CH2:12][C:13]2[CH:18]=[CH:17][C:16]([CH2:19][NH:20][CH3:21])=[CH:15][CH:14]=2)(=[O:10])=[O:9])=[CH:4][CH:3]=1.[OH:30]N1C2C=CC=CC=2N=N1.Cl.[CH3:41][N:42]([CH3:51])[CH2:43][CH2:44]CN=C=NCC. The catalyst is C(Cl)Cl. The product is [Cl:1][C:2]1[CH:3]=[CH:4][C:5]([S:8]([N:11]([C@H:22]([CH2:26][CH:27]([CH3:29])[CH3:28])[C:23]([NH2:25])=[O:24])[CH2:12][C:13]2[CH:18]=[CH:17][C:16]([CH2:19][N:20]([C:44](=[O:30])[CH2:43][N:42]([CH3:51])[CH3:41])[CH3:21])=[CH:15][CH:14]=2)(=[O:10])=[O:9])=[CH:6][CH:7]=1. The yield is 0.680. (4) The reactants are O=[C:2]1[CH2:7][CH2:6][N:5]([CH2:8][C:9]2([C:15]([O:17][C:18]([CH3:21])([CH3:20])[CH3:19])=[O:16])[CH2:14][CH2:13][O:12][CH2:11][CH2:10]2)[CH2:4][CH2:3]1.C1(C)C=CC(S([CH2:31][N+:32]#[C-])(=O)=O)=CC=1.CCO.CC([O-])(C)C.[K+].C([O-])(O)=O.[Na+]. The catalyst is COCCOC. The product is [C:31]([CH:2]1[CH2:7][CH2:6][N:5]([CH2:8][C:9]2([C:15]([O:17][C:18]([CH3:21])([CH3:20])[CH3:19])=[O:16])[CH2:14][CH2:13][O:12][CH2:11][CH2:10]2)[CH2:4][CH2:3]1)#[N:32]. The yield is 0.630. (5) The reactants are [CH2:1]([O:8][CH2:9][C:10]([NH:12][CH2:13][C:14]([C:16]1[C:17]([C:22]2[CH:27]=[CH:26][CH:25]=[CH:24][CH:23]=2)=[N:18][O:19][C:20]=1[CH3:21])=O)=O)[C:2]1[CH:7]=[CH:6][CH:5]=[CH:4][CH:3]=1.C([O-])(=O)C.[NH4+:32]. The catalyst is C(O)(=O)C. The product is [CH2:1]([O:8][CH2:9][C:10]1[NH:12][CH:13]=[C:14]([C:16]2[C:17]([C:22]3[CH:27]=[CH:26][CH:25]=[CH:24][CH:23]=3)=[N:18][O:19][C:20]=2[CH3:21])[N:32]=1)[C:2]1[CH:7]=[CH:6][CH:5]=[CH:4][CH:3]=1. The yield is 0.740.